The task is: Binary Classification. Given a drug SMILES string, predict its activity (active/inactive) in a high-throughput screening assay against a specified biological target.. This data is from HIV replication inhibition screening data with 41,000+ compounds from the AIDS Antiviral Screen. (1) The drug is O=C1CCC(N2C(=O)C3C4C=CC(CC4)C3C2=O)C(=O)N1. The result is 0 (inactive). (2) The compound is Cc1ccc(NC(=S)NC=C2C(=O)NC(=O)NC2=O)c(C)c1. The result is 0 (inactive). (3) The compound is CC(C)(C)[Si](C)(C)OCCOCn1cc(F)c(=O)[nH]c1=O. The result is 0 (inactive). (4) The drug is Cc1cc([N+](=O)[O-])c(S(=O)(=O)c2ccccc2)c([N+](=O)[O-])c1. The result is 0 (inactive). (5) The result is 0 (inactive). The molecule is O=[N+]([O-])c1ccc(-c2ccc(C3=Nn4c(nnc4-c4ccc(Cl)cc4)SC3)o2)cc1. (6) The molecule is COC(=O)C(C=O)=CSc1ccccc1. The result is 0 (inactive). (7) The drug is O=C1C2ON=C(c3ccccc3[N+](=O)[O-])C2C(=O)N1c1ccc(Cc2ccc(N3C(=O)C4ON=C(c5ccccc5[N+](=O)[O-])C4C3=O)cc2)cc1. The result is 0 (inactive). (8) The molecule is COC1CCC(O)C(CO)O1. The result is 0 (inactive). (9) The molecule is c1ccc2c(c1)SC1=[S+][Cu-3]3([S+]=C4Sc5ccccc5N43)N12. The result is 0 (inactive).